The task is: Predict the reactants needed to synthesize the given product.. This data is from Retrosynthesis with 50K atom-mapped reactions and 10 reaction types from USPTO. (1) Given the product Nc1cc(-c2cccc(Cl)c2)ccc1NC1CCN(c2ncccn2)CC1, predict the reactants needed to synthesize it. The reactants are: O=[N+]([O-])c1cc(-c2cccc(Cl)c2)ccc1NC1CCN(c2ncccn2)CC1. (2) Given the product CC(C)(C)OC(=O)NCc1ccn(-c2ccnc(C(F)(F)F)c2)c(=O)c1, predict the reactants needed to synthesize it. The reactants are: CC(C)(C)OC(=O)NCc1cc[nH]c(=O)c1.FC(F)(F)c1cc(Br)ccn1. (3) Given the product COC(=O)C1CC(C)(C)CC2(CCCC2)C1O, predict the reactants needed to synthesize it. The reactants are: COC(=O)C1CC(C)(C)CC2(CCCC2)C1=O. (4) Given the product CCCCc1nc(C)n(-c2ccc(OC)c(C)c2)c(=O)c1Cc1ccc(-c2ccccc2C#N)cc1, predict the reactants needed to synthesize it. The reactants are: CCCCc1nc(C)[nH]c(=O)c1Cc1ccc(-c2ccccc2C#N)cc1.COc1ccc(B(O)O)cc1C. (5) Given the product Nc1ncc(-c2ccccc2)c(-c2ccccc2)n1, predict the reactants needed to synthesize it. The reactants are: Nc1ncc(I)c(-c2ccccc2)n1.OB(O)c1ccccc1. (6) Given the product CCCCN(CCC(=O)OC(C)(C)C)c1nc(Cl)ncc1[N+](=O)[O-], predict the reactants needed to synthesize it. The reactants are: CCCCNCCC(=O)OC(C)(C)C.O=[N+]([O-])c1cnc(Cl)nc1Cl. (7) Given the product CCOc1ccc(S(=O)(=O)N(Cc2ccc(C(=O)NC3C4CNCC43)cc2)Cc2ccccn2)cc1, predict the reactants needed to synthesize it. The reactants are: CCOc1ccc(S(=O)(=O)N(Cc2ccc(C(=O)NC3C4CN(C(=O)OC(C)(C)C)CC43)cc2)Cc2ccccn2)cc1.